Dataset: TCR-epitope binding with 47,182 pairs between 192 epitopes and 23,139 TCRs. Task: Binary Classification. Given a T-cell receptor sequence (or CDR3 region) and an epitope sequence, predict whether binding occurs between them. (1) The epitope is ITEEVGHTDLMAAY. The TCR CDR3 sequence is CASARQPNTGELFF. Result: 1 (the TCR binds to the epitope). (2) The epitope is FTISVTTEIL. The TCR CDR3 sequence is CASSLARGTGELFF. Result: 0 (the TCR does not bind to the epitope). (3) The epitope is KLSYGIATV. The TCR CDR3 sequence is CASSQEGTGWRGEQYF. Result: 1 (the TCR binds to the epitope). (4) The epitope is KPLEFGATSAAL. The TCR CDR3 sequence is CASSKGGEETQYF. Result: 1 (the TCR binds to the epitope). (5) The epitope is VLAWLYAAV. The TCR CDR3 sequence is CATSDWDRGRRESYNEQFF. Result: 1 (the TCR binds to the epitope). (6) The epitope is TLVPQEHYV. The TCR CDR3 sequence is CASSLGQYNSPLHF. Result: 0 (the TCR does not bind to the epitope). (7) The epitope is KLGGALQAK. Result: 1 (the TCR binds to the epitope). The TCR CDR3 sequence is CASSPLSPGENSNQPQHF. (8) The epitope is KPLEFGATSAAL. The TCR CDR3 sequence is CASSSSDEQFF. Result: 1 (the TCR binds to the epitope). (9) The epitope is RLRPGGKKK. The TCR CDR3 sequence is CASSNGGGSRAYNEQFF. Result: 0 (the TCR does not bind to the epitope).